From a dataset of Drug-target binding data from BindingDB using IC50 measurements. Regression. Given a target protein amino acid sequence and a drug SMILES string, predict the binding affinity score between them. We predict pIC50 (pIC50 = -log10(IC50 in M); higher means more potent). Dataset: bindingdb_ic50. (1) The small molecule is O=C1CCCC(=O)N1Cc1ccccc1[N+](=O)[O-]. The target protein (Q02110) has sequence MTSYSDKGEKPERGRFLHFHSVTFWVGNAKQAASYYCSKIGFEPLAYKGLETGSREVVSHVVKQDKIVFVFSSALNPWNKEMGDHLVKHGDGVKDIAFEVEDCDYIVQKARERGAIIVREEVCCAADVRGHHTPLDRARQVWEGTLVEKMTFCLDSRPQPSQTLLHRLLLSKLPKCGLEIIDHIVGNQPDQEMESASQWYMRNLQFHRFWSVDDTQIHTEYSALRSVVMANYEESIKMPINEPAPGKKKSQIQEYVDYNGGAGVQHIALKTEDIITAIRSLRERGVEFLAVPFTYYKQLQEKLKSAKIRVKESIDVLEELKILVDYDEKGYLLQIFTKPMQDRPTVFLEVIQRNNHQGFGAGNFNSLFKAFEEEQELRGNLTDTDPNGVPFRL. The pIC50 is 3.6. (2) The drug is Cc1cc(-c2c(C(F)(F)F)cc(C)c3nc(C(F)(F)F)nn23)cc2cn[nH]c12. The target protein (Q8WXS5) has sequence MESLKRWNEERGLWCEKGVQVLLTTVGAFAAFGLMTIAISTDYWLYTRALICNTTNLTAGGDDGTPHRGGGGASEKKDPGGLTHSGLWRICCLEGLKRGVCVKINHFPEDTDYDHDSAEYLLRVVRASSIFPILSAILLLLGGVCVAASRVYKSKRNIILGAGILFVAAGLSNIIGVIVYISANAGEPGPKRDEEKKNHYSYGWSFYFGGLSFILAEVIGVLAVNIYIERSREAHCQSRSDLLKAGGGAGGSGGSGPSAILRLPSYRFRYRRRSRSSSRSSEPSPSRDASPGGPGGPGFASTDISMYTLSRDPSKGSVAAGLAGAGGGGGGAVGAFGGAAGGAGGGGGGGGGAGAERDRGGASGFLTLHNAFPKEAGGGVTVTVTGPPAPPAPAPPAPSAPAPGTLAKEAAASNTNTLNRKTTPV. The pIC50 is 9.2. (3) The drug is CCCCCCOC[C@H](COCc1cccc(-c2ccccn2)n1)OCCCCCC. The target protein (P11889) has sequence MKGKLLKGVLSLGVGLGALYSGTSAQAEASTNQNDTLKVMTHNVYMLSTNLYPNWGQTERADLIGAADYIKNQDVVILNEVFDNSASDRLLGNLKKEYPNQTAVLGRSSGSEWDKTLGNYSSSTPEDGGVAIVSKWPIAEKIQYVFAKGCGPDNLSNKGFVYTKIKKNDRFVHVIGTHLQAEDSMCGKTSPASVRTNQLKEIQDFIKNKNIPNNEYVLIGGDMNVNKINAENNNDSEYASMFKTLNASVPSYTGHTATWDATTNSIAKYNFPDSPAEYLDYIIASKDHANPSYIENKVLQPKSPQWTVTSWFQKYTYNDYSDDYPVEATISMK. The pIC50 is 4.7.